From a dataset of Reaction yield outcomes from USPTO patents with 853,638 reactions. Predict the reaction yield, written as a fraction of the theoretical maximum amount of product (1.0 means a 100% yield; for example, 0.34 means a 34% yield). (1) The yield is 0.214. The product is [Cl:7][C:8]1[CH:13]=[C:12]([O:15][C:16]2[C:17]([C:23]([O:25][CH3:26])=[O:24])=[N:18][C:19]([CH3:22])=[CH:20][CH:21]=2)[CH:11]=[CH:10][N:9]=1. The reactants are C([O-])([O-])=O.[K+].[K+].[Cl:7][C:8]1[CH:13]=[C:12](F)[CH:11]=[CH:10][N:9]=1.[OH:15][C:16]1[C:17]([C:23]([O:25][CH3:26])=[O:24])=[N:18][C:19]([CH3:22])=[CH:20][CH:21]=1. The catalyst is CN(C=O)C.C(Cl)Cl. (2) The reactants are Cl[CH2:2][C:3](Cl)=[O:4].[NH2:6][C:7]1[CH:12]=[CH:11][CH:10]=[CH:9][C:8]=1[OH:13].C(=O)(O)[O-].[Na+]. The catalyst is C(Cl)(Cl)Cl.CC[N+](CC1C=CC=CC=1)(CC)CC.[Cl-]. The product is [O:13]1[CH2:2][C:3](=[O:4])[NH:6][C:7]2[CH:12]=[CH:11][CH:10]=[CH:9][C:8]1=2. The yield is 0.600.